This data is from Reaction yield outcomes from USPTO patents with 853,638 reactions. The task is: Predict the reaction yield, written as a fraction of the theoretical maximum amount of product (1.0 means a 100% yield; for example, 0.34 means a 34% yield). (1) The reactants are [CH2:1]([O:4][CH:5]1[CH2:10][CH2:9][CH2:8][CH2:7][O:6]1)[C:2]#[CH:3].C([Li])CCC.[Cl:16][C:17]1[N:22]2[N:23]=[C:24]([C:28]3[CH:33]=[CH:32][C:31]([F:34])=[CH:30][CH:29]=3)[C:25]([CH:26]=[O:27])=[C:21]2[CH:20]=[CH:19][CH:18]=1.O. The catalyst is O1CCCC1.CCOCC. The product is [Cl:16][C:17]1[N:22]2[N:23]=[C:24]([C:28]3[CH:33]=[CH:32][C:31]([F:34])=[CH:30][CH:29]=3)[C:25]([CH:26]([OH:27])[C:3]#[C:2][CH2:1][O:4][CH:5]3[CH2:10][CH2:9][CH2:8][CH2:7][O:6]3)=[C:21]2[CH:20]=[CH:19][CH:18]=1. The yield is 0.990. (2) The reactants are Br[C:2]1[S:6][C:5]([C:7]#[N:8])=[CH:4][CH:3]=1.[CH3:9][O:10][C:11]1[CH:16]=[CH:15][CH:14]=[CH:13][C:12]=1B(O)O.C(=O)([O-])[O-].[Na+].[Na+].ClCCl. The catalyst is O1CCOCC1.O. The product is [C:7]([C:5]1[S:6][C:2]([C:12]2[CH:13]=[CH:14][CH:15]=[CH:16][C:11]=2[O:10][CH3:9])=[CH:3][CH:4]=1)#[N:8]. The yield is 0.960. (3) The reactants are [CH3:1][S:2]([C:5]1[CH:10]=[CH:9][C:8]([CH:11]([CH2:16][CH:17]2[CH2:22][CH2:21][O:20][CH2:19][CH2:18]2)[C:12](=O)[CH:13]=[CH2:14])=[CH:7][CH:6]=1)(=[O:4])=[O:3].C(O)C.O1CCCC1.[OH:31][CH:32]([C:37]1[CH:38]=[CH:39][C:40]([CH:43]=O)=[N:41][CH:42]=1)[C:33]([OH:36])([CH3:35])[CH3:34].C([N:47](CC)CC)C. The catalyst is [Cl-].C([N+]1C(C)=C(CCO)SC=1)C1C=CC=CC=1. The product is [CH3:34][C:33]([OH:36])([CH3:35])[CH:32]([C:37]1[CH:42]=[N:41][C:40]([C:43]2[NH:47][C:12]([CH:11]([C:8]3[CH:9]=[CH:10][C:5]([S:2]([CH3:1])(=[O:4])=[O:3])=[CH:6][CH:7]=3)[CH2:16][CH:17]3[CH2:22][CH2:21][O:20][CH2:19][CH2:18]3)=[CH:13][CH:14]=2)=[CH:39][CH:38]=1)[OH:31]. The yield is 0.650. (4) The reactants are [CH3:1][O:2][C:3]1[C:10]([O:11][CH3:12])=[C:9]([O:13][CH3:14])[CH:8]=[CH:7][C:4]=1[CH:5]=O.COC1C=C(C=CC=1OC)C=[N:21][CH2:22][CH:23]([O:26][CH3:27])[O:24][CH3:25]. The product is [CH3:1][O:2][C:3]1[C:10]([O:11][CH3:12])=[C:9]([O:13][CH3:14])[CH:8]=[CH:7][C:4]=1[CH:5]=[N:21][CH2:22][CH:23]([O:26][CH3:27])[O:24][CH3:25]. The yield is 1.00. The catalyst is C1C=CC=CC=1. (5) The reactants are Cl.[NH2:2][CH:3]1[CH2:9][CH:8]([CH3:10])[CH2:7][N:6]([S:11]([C:14]2[CH:19]=[CH:18][CH:17]=[CH:16][N:15]=2)(=[O:13])=[O:12])[CH2:5][CH:4]1[OH:20].[NH:21]([C:30]([O:32][C:33]([CH3:36])([CH3:35])[CH3:34])=[O:31])[C@H:22]([C:27](O)=[O:28])[CH2:23][CH:24]([CH3:26])[CH3:25].CN(C(ON1N=NC2C=CC=CC1=2)=[N+](C)C)C.F[P-](F)(F)(F)(F)F.CN1CCOCC1. The catalyst is CN(C=O)C. The product is [C:33]([O:32][C:30](=[O:31])[NH:21][C@H:22]([C:27](=[O:28])[NH:2][CH:3]1[CH2:9][CH:8]([CH3:10])[CH2:7][N:6]([S:11]([C:14]2[CH:19]=[CH:18][CH:17]=[CH:16][N:15]=2)(=[O:13])=[O:12])[CH2:5][CH:4]1[OH:20])[CH2:23][CH:24]([CH3:25])[CH3:26])([CH3:34])([CH3:36])[CH3:35]. The yield is 0.680.